Predict the reactants needed to synthesize the given product. From a dataset of Full USPTO retrosynthesis dataset with 1.9M reactions from patents (1976-2016). (1) Given the product [Cl:18][C:11]1[N:10]=[C:9]([O:8][C:5]2([CH2:3][OH:2])[CH2:6][CH2:7]2)[C:14]([O:15][CH3:16])=[C:13]([Cl:17])[N:12]=1, predict the reactants needed to synthesize it. The reactants are: C[O:2][C:3]([C:5]1([O:8][C:9]2[C:14]([O:15][CH3:16])=[C:13]([Cl:17])[N:12]=[C:11]([Cl:18])[N:10]=2)[CH2:7][CH2:6]1)=O.CC(C[AlH]CC(C)C)C. (2) Given the product [CH3:3][CH:4]([C:8]1[CH:9]=[CH:10][C:11]([C:12]([OH:14])=[O:13])=[CH:16][CH:17]=1)[CH2:5][CH2:6][CH3:7], predict the reactants needed to synthesize it. The reactants are: [OH-].[Li+].[CH3:3][CH:4]([C:8]1[CH:17]=[CH:16][C:11]([C:12]([O:14]C)=[O:13])=[CH:10][CH:9]=1)[CH2:5][CH2:6][CH3:7].